This data is from Reaction yield outcomes from USPTO patents with 853,638 reactions. The task is: Predict the reaction yield, written as a fraction of the theoretical maximum amount of product (1.0 means a 100% yield; for example, 0.34 means a 34% yield). (1) The reactants are Cl[C:2]1[CH:7]=[C:6]([Cl:8])[N:5]=[CH:4][N:3]=1.[Cl:9][C:10]1[N:11]=[CH:12][NH:13][CH:14]=1.C(=O)([O-])[O-].[Cs+].[Cs+].O. The catalyst is CN(C=O)C. The product is [Cl:8][C:6]1[CH:7]=[C:2]([N:13]2[CH:14]=[C:10]([Cl:9])[N:11]=[CH:12]2)[N:3]=[CH:4][N:5]=1. The yield is 0.546. (2) The reactants are [CH3:1][C:2]1[C:8]([CH3:9])=[CH:7][C:5]([NH2:6])=[C:4]([N+:10]([O-:12])=[O:11])[CH:3]=1.[H-].[Na+].CS(O[CH2:20][CH:21]1[CH2:26][CH2:25][CH2:24][CH2:23][N:22]1[CH2:27][C:28]1[CH:33]=[CH:32][CH:31]=[CH:30][CH:29]=1)(=O)=O. The catalyst is CN(C=O)C.O.C(Cl)Cl. The product is [CH2:27]([N:22]1[CH2:23][CH2:24][CH2:25][CH2:26][CH:21]1[CH2:20][NH:6][C:5]1[CH:7]=[C:8]([CH3:9])[C:2]([CH3:1])=[CH:3][C:4]=1[N+:10]([O-:12])=[O:11])[C:28]1[CH:33]=[CH:32][CH:31]=[CH:30][CH:29]=1. The yield is 0.270. (3) The reactants are [Cl:1][C:2]1[N:7]=[C:6]([NH:8][NH:9][C:10](=[O:29])[C@H:11]([CH2:23][CH:24]2[CH2:28][CH2:27][CH2:26][CH2:25]2)[CH2:12][N:13]([O:16]C2CCCCO2)[CH:14]=[O:15])[C:5]([F:30])=[C:4]([N:31]2[CH2:34][C:33]([CH3:40])([N:35]3[CH2:39][CH2:38][CH2:37][CH2:36]3)[CH2:32]2)[N:3]=1.CC(O)=O. The catalyst is O. The product is [Cl:1][C:2]1[N:7]=[C:6]([NH:8][NH:9][C:10](=[O:29])[C@H:11]([CH2:23][CH:24]2[CH2:28][CH2:27][CH2:26][CH2:25]2)[CH2:12][N:13]([OH:16])[CH:14]=[O:15])[C:5]([F:30])=[C:4]([N:31]2[CH2:32][C:33]([CH3:40])([N:35]3[CH2:36][CH2:37][CH2:38][CH2:39]3)[CH2:34]2)[N:3]=1. The yield is 0.360. (4) The reactants are [C:1]1([CH3:8])[C:6]([OH:7])=[CH:5][CH:4]=[CH:3][CH:2]=1.[C:9](=O)([O-])[O-].[K+].[K+].CN(C=O)C.IC. The catalyst is O. The product is [CH3:9][O:7][C:6]1[CH:5]=[CH:4][CH:3]=[CH:2][C:1]=1[CH3:8]. The yield is 0.835.